This data is from Forward reaction prediction with 1.9M reactions from USPTO patents (1976-2016). The task is: Predict the product of the given reaction. (1) Given the reactants [F:1][C:2]1[CH:3]=[C:4]([NH2:26])[C:5]([NH:9][CH:10]2[CH2:15][CH2:14][N:13]([C@H:16]3[CH2:21][CH2:20][C@H:19]([O:22][CH2:23][CH2:24][CH3:25])[CH2:18][CH2:17]3)[CH2:12][CH2:11]2)=[CH:6][C:7]=1[CH3:8].C(N(C(C)C)CC)(C)C.[Cl:36][C:37](Cl)([O:39]C(=O)OC(Cl)(Cl)Cl)Cl.C([O-])(O)=O.[Na+], predict the reaction product. The product is: [ClH:36].[F:1][C:2]1[C:7]([CH3:8])=[CH:6][C:5]2[N:9]([CH:10]3[CH2:15][CH2:14][N:13]([C@H:16]4[CH2:21][CH2:20][C@H:19]([O:22][CH2:23][CH2:24][CH3:25])[CH2:18][CH2:17]4)[CH2:12][CH2:11]3)[C:37](=[O:39])[NH:26][C:4]=2[CH:3]=1. (2) The product is: [Cl:1][C:2]1[CH:3]=[CH:4][C:5]2[NH:11][C:10](=[O:23])[C@@H:9]([CH2:24][C:25]3[O:26][C:27]([CH2:30][CH2:31][CH2:32][C:33]([O:35][CH3:36])=[O:34])=[CH:28][N:29]=3)[O:8][C@H:7]([C:37]3[CH:42]=[CH:41][CH:40]=[C:39]([O:43][CH3:44])[C:38]=3[O:45][CH3:46])[C:6]=2[CH:47]=1. Given the reactants [Cl:1][C:2]1[CH:3]=[CH:4][C:5]2[N:11](CC3C=CC(OC)=CC=3OC)[C:10](=[O:23])[C@@H:9]([CH2:24][C:25]3[O:26][C:27]([CH2:30][CH2:31][CH2:32][C:33]([O:35][CH3:36])=[O:34])=[CH:28][N:29]=3)[O:8][C@H:7]([C:37]3[CH:42]=[CH:41][CH:40]=[C:39]([O:43][CH3:44])[C:38]=3[O:45][CH3:46])[C:6]=2[CH:47]=1.[N+]([O-])([O-])=O.[Ce+4].[NH4+].[NH4+].[N+]([O-])([O-])=O.[N+]([O-])([O-])=O.[N+]([O-])([O-])=O.[N+]([O-])([O-])=O.[N+]([O-])([O-])=O.C(=O)([O-])O.[Na+], predict the reaction product. (3) Given the reactants C(N(CC)CC)C.[CH:8](=O)[CH2:9][CH2:10][CH3:11].[F:13][C:14]([F:24])([F:23])[C:15]([N:17]1[CH2:21][CH2:20][C@H:19]([NH2:22])[CH2:18]1)=[O:16].[H][H], predict the reaction product. The product is: [CH2:8]([NH:22][C@H:19]1[CH2:20][CH2:21][N:17]([C:15](=[O:16])[C:14]([F:13])([F:23])[F:24])[CH2:18]1)[CH2:9][CH2:10][CH3:11]. (4) Given the reactants [CH3:1][S:2][C:3]1[N:4]=[CH:5][C:6]2[CH:12]=[CH:11][C:10](=[O:13])[NH:9][C:7]=2[N:8]=1.BrC[CH:16]1[CH2:18][CH2:17]1, predict the reaction product. The product is: [CH:16]1([N:9]2[C:7]3[N:8]=[C:3]([S:2][CH3:1])[N:4]=[CH:5][C:6]=3[CH:12]=[CH:11][C:10]2=[O:13])[CH2:18][CH2:17]1. (5) Given the reactants C=O.[Br:3][C:4]1[CH:5]=[CH:6][C:7]([F:25])=[C:8]([C:10]([N:12]2[CH2:17][CH2:16][NH:15][CH2:14][C@@H:13]2[C:18]2[CH:23]=[CH:22][C:21]([F:24])=[CH:20][CH:19]=2)=[O:11])[CH:9]=1.[C:26](O[BH-](OC(=O)C)OC(=O)C)(=O)C.[Na+], predict the reaction product. The product is: [Br:3][C:4]1[CH:5]=[CH:6][C:7]([F:25])=[C:8]([C:10]([N:12]2[CH2:17][CH2:16][N:15]([CH3:26])[CH2:14][C@@H:13]2[C:18]2[CH:23]=[CH:22][C:21]([F:24])=[CH:20][CH:19]=2)=[O:11])[CH:9]=1. (6) Given the reactants [Cl:1][C:2]1[CH:3]=[C:4]([NH2:9])[CH:5]=[C:6]([NH2:8])[CH:7]=1.C([Li])CCC.Cl[C:16]1[C:20]2[CH:21]=[CH:22][C:23]([F:25])=[CH:24][C:19]=2[O:18][N:17]=1.O, predict the reaction product. The product is: [Cl:1][C:2]1[CH:7]=[C:6]([NH2:8])[CH:5]=[C:4]([NH:9][C:16]2[C:20]3[CH:21]=[CH:22][C:23]([F:25])=[CH:24][C:19]=3[O:18][N:17]=2)[CH:3]=1. (7) Given the reactants C([N:11]1[CH2:16][CH2:15][NH:14][CH:13]([C:17]([OH:19])=O)[CH2:12]1)(OCC1C=CC=CC=1)=O.[F:20][C:21]1[CH:26]=[C:25]([N+:27]([O-])=O)[C:24](F)=[CH:23][C:22]=1[F:31], predict the reaction product. The product is: [F:20][C:21]1[CH:26]=[C:25]2[C:24](=[CH:23][C:22]=1[F:31])[N:14]1[CH2:15][CH2:16][NH:11][CH2:12][CH:13]1[C:17](=[O:19])[NH:27]2.